This data is from Full USPTO retrosynthesis dataset with 1.9M reactions from patents (1976-2016). The task is: Predict the reactants needed to synthesize the given product. (1) Given the product [F:34][C:22]1[CH:23]=[C:24]([NH:28][C:29](=[O:33])[CH:30]([CH3:32])[CH3:31])[CH:25]=[C:26]([F:27])[C:21]=1[B:35]1[O:39][C:38]([CH3:41])([CH3:40])[C:37]([CH3:43])([CH3:42])[O:36]1, predict the reactants needed to synthesize it. The reactants are: C1(P(C2CCCCC2)C2CCCCC2)CCCCC1.Br[C:21]1[C:26]([F:27])=[CH:25][C:24]([NH:28][C:29](=[O:33])[CH:30]([CH3:32])[CH3:31])=[CH:23][C:22]=1[F:34].[B:35]1([B:35]2[O:39][C:38]([CH3:41])([CH3:40])[C:37]([CH3:43])([CH3:42])[O:36]2)[O:39][C:38]([CH3:41])([CH3:40])[C:37]([CH3:43])([CH3:42])[O:36]1.C([O-])(=O)C.[K+]. (2) Given the product [CH2:9]([O:16][C:17]1[C:18]([O:26][CH3:27])=[CH:19][C:20]([CH2:24][CH2:7][C:6]#[N:8])=[C:21]([Br:23])[CH:22]=1)[C:10]1[CH:11]=[CH:12][CH:13]=[CH:14][CH:15]=1, predict the reactants needed to synthesize it. The reactants are: C([Li])CCC.[C:6](#[N:8])[CH3:7].[CH2:9]([O:16][C:17]1[C:18]([O:26][CH3:27])=[CH:19][C:20]([CH2:24]Br)=[C:21]([Br:23])[CH:22]=1)[C:10]1[CH:15]=[CH:14][CH:13]=[CH:12][CH:11]=1. (3) Given the product [CH3:38][N:39]([CH3:43])[CH2:40][CH2:41][NH:42][C:2]1[N:3]=[CH:4][C:5]([C:8]([N:10]2[CH2:15][CH2:14][C:13]3[NH:16][C:17]([C:19]4[C:27]5[C:22](=[CH:23][C:24]([C:28]6[CH:33]=[C:32]([F:34])[C:31]([OH:35])=[CH:30][C:29]=6[CH2:36][CH3:37])=[CH:25][CH:26]=5)[NH:21][N:20]=4)=[N:18][C:12]=3[CH2:11]2)=[O:9])=[N:6][CH:7]=1, predict the reactants needed to synthesize it. The reactants are: Cl[C:2]1[N:3]=[CH:4][C:5]([C:8]([N:10]2[CH2:15][CH2:14][C:13]3[NH:16][C:17]([C:19]4[C:27]5[C:22](=[CH:23][C:24]([C:28]6[CH:33]=[C:32]([F:34])[C:31]([OH:35])=[CH:30][C:29]=6[CH2:36][CH3:37])=[CH:25][CH:26]=5)[NH:21][N:20]=4)=[N:18][C:12]=3[CH2:11]2)=[O:9])=[N:6][CH:7]=1.[CH3:38][N:39]([CH3:43])[CH2:40][CH2:41][NH2:42]. (4) Given the product [Br:21][CH2:1][C:2]1[CH:3]=[CH:4][C:5]([C:8]2[CH:13]=[CH:12][C:11]([C:14]([F:16])([F:17])[F:15])=[CH:10][C:9]=2[N+:18]([O-:20])=[O:19])=[N:6][CH:7]=1, predict the reactants needed to synthesize it. The reactants are: [CH3:1][C:2]1[CH:3]=[CH:4][C:5]([C:8]2[CH:13]=[CH:12][C:11]([C:14]([F:17])([F:16])[F:15])=[CH:10][C:9]=2[N+:18]([O-:20])=[O:19])=[N:6][CH:7]=1.[Br:21]CC1C=CC(C2C=CC([N+]([O-])=O)=CC=2C(F)(F)F)=NC=1. (5) Given the product [Cl:66][C:67]1[CH:68]=[C:69]([CH:72]=[C:73]([Cl:75])[CH:74]=1)[CH2:70][CH:19]([CH2:18][N:15]1[CH2:14][CH2:13][CH:12]([NH:11][CH2:10][C@H:9]([OH:8])[C:23]2[CH:32]=[CH:31][C:30]([OH:33])=[C:29]3[C:24]=2[CH:25]=[CH:26][C:27](=[O:34])[NH:28]3)[CH2:17][CH2:16]1)[C:20]([NH2:36])=[O:21], predict the reactants needed to synthesize it. The reactants are: [Si]([O:8][C@H:9]([C:23]1[CH:32]=[CH:31][C:30]([OH:33])=[C:29]2[C:24]=1[CH:25]=[CH:26][C:27](=[O:34])[NH:28]2)[CH2:10][NH:11][CH:12]1[CH2:17][CH2:16][N:15]([CH2:18][CH2:19][C:20](O)=[O:21])[CH2:14][CH2:13]1)(C(C)(C)C)(C)C.C[N:36](C(ON1N=NC2C=CC=NC1=2)=[N+](C)C)C.F[P-](F)(F)(F)(F)F.C(N(CC)CC)C.[Cl:66][C:67]1[CH:68]=[C:69]([CH:72]=[C:73]([Cl:75])[CH:74]=1)[CH2:70]N. (6) Given the product [C:17]([O-:18])(=[O:20])[CH3:16].[N+:1]([C:4]1[CH:9]=[CH:8][CH:7]=[CH:6][C:5]=1[N:10]1[CH:14]=[CH:13][CH:12]=[C:11]1[CH:15]=[CH:16][CH:17]=[N:23][NH:24][C:25]([NH2:27])=[NH2+:26])([O-:3])=[O:2], predict the reactants needed to synthesize it. The reactants are: [N+:1]([C:4]1[CH:9]=[CH:8][CH:7]=[CH:6][C:5]=1[N:10]1[CH:14]=[CH:13][CH:12]=[C:11]1[CH:15]=[CH:16][CH:17]=[O:18])([O-:3])=[O:2].C(=O)(O)[OH:20].[NH2:23][NH:24][C:25]([NH2:27])=[NH:26]. (7) Given the product [O:24]=[C:10]1[C:9]2[C:4](=[CH:5][CH:6]=[CH:7][CH:8]=2)[N:3]=[C:2](/[CH:1]=[CH:31]/[C:30]2[CH:33]=[CH:34][C:27]([C:25]#[N:26])=[CH:28][CH:29]=2)[N:11]1[C:12]1[CH:17]=[CH:16][CH:15]=[C:14]([N:18]2[C:22](=[O:23])[NH:21][N:20]=[N:19]2)[CH:13]=1, predict the reactants needed to synthesize it. The reactants are: [CH3:1][C:2]1[N:11]([C:12]2[CH:17]=[CH:16][CH:15]=[C:14]([N:18]3[C:22](=[O:23])[NH:21][N:20]=[N:19]3)[CH:13]=2)[C:10](=[O:24])[C:9]2[C:4](=[CH:5][CH:6]=[CH:7][CH:8]=2)[N:3]=1.[C:25]([C:27]1[CH:34]=[CH:33][C:30]([CH:31]=O)=[CH:29][CH:28]=1)#[N:26].